This data is from Reaction yield outcomes from USPTO patents with 853,638 reactions. The task is: Predict the reaction yield, written as a fraction of the theoretical maximum amount of product (1.0 means a 100% yield; for example, 0.34 means a 34% yield). The reactants are Br[C:2]1[CH:3]=[C:4]([NH:10][C:11]2[N:12]=[N:13][N:14]([CH3:16])[CH:15]=2)[C:5](=[O:9])[N:6]([CH3:8])[CH:7]=1.[C:17]([O:20][CH2:21][C:22]1[C:23]([N:31]2[CH2:42][CH2:41][N:40]3[C:33](=[CH:34][C:35]4[CH2:36][C:37]([CH3:44])([CH3:43])[CH2:38][C:39]=43)[C:32]2=[O:45])=[N:24][CH:25]=[CH:26][C:27]=1B(O)O)(=[O:19])[CH3:18]. No catalyst specified. The product is [C:17]([O:20][CH2:21][C:22]1[C:23]([N:31]2[CH2:42][CH2:41][N:40]3[C:33](=[CH:34][C:35]4[CH2:36][C:37]([CH3:44])([CH3:43])[CH2:38][C:39]=43)[C:32]2=[O:45])=[N:24][CH:25]=[CH:26][C:27]=1[C:2]1[CH:3]=[C:4]([NH:10][C:11]2[N:12]=[N:13][N:14]([CH3:16])[CH:15]=2)[C:5](=[O:9])[N:6]([CH3:8])[CH:7]=1)(=[O:19])[CH3:18]. The yield is 0.370.